Dataset: Forward reaction prediction with 1.9M reactions from USPTO patents (1976-2016). Task: Predict the product of the given reaction. (1) Given the reactants [Cl:1][C:2]1[CH:7]=[CH:6][C:5]([CH:8]([C:27]2[CH:32]=[CH:31][C:30]([Cl:33])=[CH:29][CH:28]=2)[C:9]2[CH:10]=[C:11]3[C:16](=[CH:17][CH:18]=2)[NH:15][C:14](=[O:19])[CH:13]=[C:12]3[NH:20][CH:21]2[CH2:26][CH2:25][NH:24][CH2:23][CH2:22]2)=[CH:4][CH:3]=1.[C:34]([O:38][C:39]([CH3:42])([CH3:41])[CH3:40])(=[O:37])[CH:35]=[CH2:36], predict the reaction product. The product is: [Cl:33][C:30]1[CH:29]=[CH:28][C:27]([CH:8]([C:5]2[CH:6]=[CH:7][C:2]([Cl:1])=[CH:3][CH:4]=2)[C:9]2[CH:10]=[C:11]3[C:16](=[CH:17][CH:18]=2)[NH:15][C:14](=[O:19])[CH:13]=[C:12]3[NH:20][CH:21]2[CH2:22][CH2:23][N:24]([CH2:36][CH2:35][C:34]([O:38][C:39]([CH3:42])([CH3:41])[CH3:40])=[O:37])[CH2:25][CH2:26]2)=[CH:32][CH:31]=1. (2) Given the reactants [C:1](=[O:4])([O-])[O-:2].[NH2:5][C:6]1[C:7]([CH3:19])=[C:8](Br)[C:9]2[O:14][C:13]([CH3:16])([CH3:15])[CH:12]=[CH:11][C:10]=2[CH:17]=1.C(N(C(C)C)CC)(C)C, predict the reaction product. The product is: [C:1](=[O:4])([OH:2])[NH2:5].[NH2:5][C:6]1[C:7]([CH3:19])=[CH:8][C:9]2[O:14][C:13]([CH3:15])([CH3:16])[CH:12]=[CH:11][C:10]=2[CH:17]=1.